From a dataset of Catalyst prediction with 721,799 reactions and 888 catalyst types from USPTO. Predict which catalyst facilitates the given reaction. Product: [NH2:1][C:2]1[N:6]([CH3:7])[N:5]=[CH:4][C:3]=1[CH2:8][N:9]([CH2:10][CH2:11][NH:12][C:13]([C:26]1[CH:31]=[CH:30][CH:29]=[CH:28][CH:27]=1)([C:20]1[CH:21]=[CH:22][CH:23]=[CH:24][CH:25]=1)[C:14]1[CH:19]=[CH:18][CH:17]=[CH:16][CH:15]=1)[C:45]([NH:46][C:47]([O:48][C:49]([CH3:52])([CH3:51])[CH3:50])=[O:53])=[N:54][C:55]([O:56][C:57]([CH3:60])([CH3:59])[CH3:58])=[O:61]. Reactant: [NH2:1][C:2]1[N:6]([CH3:7])[N:5]=[CH:4][C:3]=1[CH2:8][NH:9][CH2:10][CH2:11][NH:12][C:13]([C:26]1[CH:31]=[CH:30][CH:29]=[CH:28][CH:27]=1)([C:20]1[CH:25]=[CH:24][CH:23]=[CH:22][CH:21]=1)[C:14]1[CH:19]=[CH:18][CH:17]=[CH:16][CH:15]=1.C(N(CC)CC)C.FC(F)(F)S(N=[C:45]([NH:54][C:55](=[O:61])[O:56][C:57]([CH3:60])([CH3:59])[CH3:58])[NH:46][C:47](=[O:53])[O:48][C:49]([CH3:52])([CH3:51])[CH3:50])(=O)=O. The catalyst class is: 22.